Dataset: Experimentally validated miRNA-target interactions with 360,000+ pairs, plus equal number of negative samples. Task: Binary Classification. Given a miRNA mature sequence and a target amino acid sequence, predict their likelihood of interaction. (1) Result: 1 (interaction). The protein sequence of the target gene is MSSFSESALEKKLSELSNSQQSVQTLSLWLIHHRKHAGPIVSVWHRELRKAKSNRKLTFLYLANDVIQNSKRKGPEFTREFESVLVDAFSHVAREADEGCKKPLERLLNIWQERSVYGGEFIQQLKLSMEDSKSPPPKATEEKKSLKRTFQQIQEEEDDDYPGSYSPQDPSAGPLLTEELIKALQDLENAASGDATVRQKIASLPQEVQDVSLLEKITDKEAAERLSKTVDEACLLLAEYNGRLAAELEDRRQLARMLVEYTQNQKDVLSEKEKKLEEYKQKLARVTQVRKELKSHIQSL.... The miRNA is hsa-miR-545-3p with sequence UCAGCAAACAUUUAUUGUGUGC. (2) The miRNA is hsa-miR-510-5p with sequence UACUCAGGAGAGUGGCAAUCAC. The protein sequence of the target gene is MLRVPEPRPGEAKAEGAAPPTPSKPLTSFLIQDILRDGAQRQGGRTSSQRQRDPEPEPEPEPEGGRSRAGAQNDQLSTGPRAAPEEAETLAETEPERHLGSYLLDSENTSGALPRLPQTPKQPQKRSRAAFSHTQVIELERKFSHQKYLSAPERAHLAKNLKLTETQVKIWFQNRRYKTKRKQLSSELGDLEKHSSLPALKEEAFSRASLVSVYNSYPYYPYLYCVGSWSPAFW. Result: 0 (no interaction). (3) The miRNA is hsa-miR-296-5p with sequence AGGGCCCCCCCUCAAUCCUGU. The protein sequence of the target gene is MAANYSSTSSRKEHVKVTSEPQPGFLERLSETSGGMFVGLMTFLLSFYLIFTNEGRALKTATSLAEGLSLVVSPDSIHSVAPENEGRLVHIIGALRTSKLLSDPNYGVHLPAVKLRRHVEMYQWVETEESSEYTEDGQVKKETKYSYNTEWRSEIVNSRNFDREIGHKNPSAMAVESFTATAPFVQIGRFFLSAGLIDKIDNFKALSLAKLEDPHVDIIRRGDFFYHSENPKYPEVGDVRVSFSYAGLSSDDPDLGPAHVVTVIARQRGDQLIPYSTKSGDTLLLLHHGDFSAEEVFRRE.... Result: 0 (no interaction). (4) The miRNA is hsa-miR-1266-3p with sequence CCCUGUUCUAUGCCCUGAGGGA. The protein sequence of the target gene is MASRAGPRAAGTDGSDFQHRERVAMHYQMSVTLKYEIKKLIYVHLVIWLLLVAKMSVGHLRLLSHDQVAMPYQWEYPYLLSILPSLLGLLSFPRNNISYLVLSMISMGLFSIAPLIYGSMEMFPAAQQLYRHGKAYRFLFGFSAVSIMYLVLVLAVQVHAWQLYYSKKLLDSWFTSTQEKKHK. Result: 1 (interaction). (5) The miRNA is hsa-miR-518c-5p with sequence UCUCUGGAGGGAAGCACUUUCUG. The protein sequence of the target gene is MASVAQESAGSQRRLPPRHGALRGLLLLCLWLPSGRAALPPAAPLSELHAQLSGVEQLLEEFRRQLQQERPQEELELELRAGGGPQEDCPGPGSGGYSAMPDAIIRTKDSLAAGASFLRAPAAVRGWRQCVAACCSEPRCSVAVVELPRRPAPPAAVLGCYLFNCTARGRNVCKFALHSGYSSYSLSRAPDGAALATARASPRQEKDAPPLSKAGQDVVLHLPTDGVVLDGRESTDDHAIVQYEWALLQGDPSVDMKVPQSGTLKLSHLQEGTYTFQLTVTDTAGQRSSDNVSVTVLRAA.... Result: 0 (no interaction). (6) Result: 0 (no interaction). The protein sequence of the target gene is MRVVTIVILLCFCKAAELRKASPGSVRSRVNHGRAGGGRRGSNPVKRYAPGLPCDVYTYLHEKYLDCQERKLVYVLPGWPQDLLHMLLARNKIRTLKNNMFSKFKKLKSLDLQQNEISKIESEAFFGLNKLTTLLLQHNQIKVLTEEVFIYTPLLSYLRLYDNPWHCTCEIETLISMLQIPRNRNLGNYAKCESPQEQKNKKLRQIKSEQLCNEEEKEQLDPKPQVSGRPPVIKPEVDSTFCHNYVFPIQTLDCKRKELKKVPNNIPPDIVKLDLSYNKINQLRPKEFEDVHELKKLNLS.... The miRNA is hsa-miR-25-5p with sequence AGGCGGAGACUUGGGCAAUUG.